Dataset: Catalyst prediction with 721,799 reactions and 888 catalyst types from USPTO. Task: Predict which catalyst facilitates the given reaction. (1) The catalyst class is: 119. Product: [C:12]([O:11][C:9]([N:21]1[C:22]2[C:18](=[C:17]([CH3:16])[CH:25]=[CH:24][CH:23]=2)[CH:19]=[CH:20]1)=[O:10])([CH3:13])([CH3:14])[CH3:15]. Reactant: [C:9](O[C:9]([O:11][C:12]([CH3:15])([CH3:14])[CH3:13])=[O:10])([O:11][C:12]([CH3:15])([CH3:14])[CH3:13])=[O:10].[CH3:16][C:17]1[CH:25]=[CH:24][CH:23]=[C:22]2[C:18]=1[CH:19]=[CH:20][NH:21]2. (2) Reactant: [CH3:1][C:2]1[O:6][C:5]([C:7]2[N:12]3[N:13]=[C:14]([NH2:16])[N:15]=[C:11]3[CH:10]=[C:9]([C:17]3[CH:18]=[N:19][CH:20]=[CH:21][CH:22]=3)[CH:8]=2)=[N:4][N:3]=1.C([O-])(=O)C.C([O-])(=O)C.C([Sn+2]CCCC)CCC.[CH2:40]([N:42]=[C:43]=[O:44])[CH3:41]. Product: [CH2:40]([NH:42][C:43]([NH:16][C:14]1[N:15]=[C:11]2[CH:10]=[C:9]([C:17]3[CH:18]=[N:19][CH:20]=[CH:21][CH:22]=3)[CH:8]=[C:7]([C:5]3[O:6][C:2]([CH3:1])=[N:3][N:4]=3)[N:12]2[N:13]=1)=[O:44])[CH3:41]. The catalyst class is: 11. (3) Reactant: [CH2:1]1[CH2:6][CH2:5][C:4]([CH2:11][NH2:12])([CH2:7][C:8]([OH:10])=[O:9])[CH2:3][CH2:2]1.[CH2:13](O)[C:14]1[CH:19]=[CH:18][CH:17]=[CH:16][CH:15]=1.S(Cl)([Cl:23])=O.C1CCC(CN)(CC(O)=O)CC1.Cl. Product: [ClH:23].[NH2:12][CH2:11][C:4]1([CH2:7][C:8]([O:10][CH2:13][C:14]2[CH:19]=[CH:18][CH:17]=[CH:16][CH:15]=2)=[O:9])[CH2:3][CH2:2][CH2:1][CH2:6][CH2:5]1. The catalyst class is: 27.